Dataset: Full USPTO retrosynthesis dataset with 1.9M reactions from patents (1976-2016). Task: Predict the reactants needed to synthesize the given product. Given the product [Cl:36][C:35]1[C:21]([NH:20][C:2]2[N:3]=[CH:4][C:5]3[N:6]([CH3:19])[C:7](=[O:18])[C:8]4([CH2:17][CH2:16]4)[CH2:9][N:10]([CH:13]([CH3:15])[CH3:14])[C:11]=3[N:12]=2)=[CH:22][C:23]([F:37])=[C:24]([CH:34]=1)[C:25]([NH:27][C@@H:28]1[CH2:32][CH2:31][N:30]([CH3:33])[CH2:29]1)=[O:26], predict the reactants needed to synthesize it. The reactants are: Cl[C:2]1[N:3]=[CH:4][C:5]2[N:6]([CH3:19])[C:7](=[O:18])[C:8]3([CH2:17][CH2:16]3)[CH2:9][N:10]([CH:13]([CH3:15])[CH3:14])[C:11]=2[N:12]=1.[NH2:20][C:21]1[C:35]([Cl:36])=[CH:34][C:24]([C:25]([NH:27][C@@H:28]2[CH2:32][CH2:31][N:30]([CH3:33])[CH2:29]2)=[O:26])=[C:23]([F:37])[CH:22]=1.CC1(C)C2C(=C(P(C3C=CC=CC=3)C3C=CC=CC=3)C=CC=2)OC2C(P(C3C=CC=CC=3)C3C=CC=CC=3)=CC=CC1=2.C(=O)([O-])[O-].[Cs+].[Cs+].